Dataset: NCI-60 drug combinations with 297,098 pairs across 59 cell lines. Task: Regression. Given two drug SMILES strings and cell line genomic features, predict the synergy score measuring deviation from expected non-interaction effect. (1) Drug 1: CCC1=CC2CC(C3=C(CN(C2)C1)C4=CC=CC=C4N3)(C5=C(C=C6C(=C5)C78CCN9C7C(C=CC9)(C(C(C8N6C)(C(=O)OC)O)OC(=O)C)CC)OC)C(=O)OC.C(C(C(=O)O)O)(C(=O)O)O. Drug 2: CN(C(=O)NC(C=O)C(C(C(CO)O)O)O)N=O. Cell line: ACHN. Synergy scores: CSS=29.0, Synergy_ZIP=-2.85, Synergy_Bliss=1.07, Synergy_Loewe=-30.8, Synergy_HSA=1.41. (2) Drug 1: CC1=C2C(C(=O)C3(C(CC4C(C3C(C(C2(C)C)(CC1OC(=O)C(C(C5=CC=CC=C5)NC(=O)OC(C)(C)C)O)O)OC(=O)C6=CC=CC=C6)(CO4)OC(=O)C)OC)C)OC. Drug 2: CS(=O)(=O)OCCCCOS(=O)(=O)C. Cell line: NCI-H460. Synergy scores: CSS=22.2, Synergy_ZIP=-9.95, Synergy_Bliss=-17.0, Synergy_Loewe=-36.1, Synergy_HSA=-15.1. (3) Drug 1: CCN(CC)CCCC(C)NC1=C2C=C(C=CC2=NC3=C1C=CC(=C3)Cl)OC. Drug 2: C(CN)CNCCSP(=O)(O)O. Cell line: DU-145. Synergy scores: CSS=15.8, Synergy_ZIP=-1.44, Synergy_Bliss=2.94, Synergy_Loewe=-0.850, Synergy_HSA=1.95.